This data is from Catalyst prediction with 721,799 reactions and 888 catalyst types from USPTO. The task is: Predict which catalyst facilitates the given reaction. (1) Reactant: C1C(=O)N([Br:8])C(=O)C1.[CH3:9][Si:10]([CH3:60])([CH3:59])[CH2:11][CH2:12][O:13][CH2:14][N:15]([CH2:51][O:52][CH2:53][CH2:54][Si:55]([CH3:58])([CH3:57])[CH3:56])[C:16]1[N:21]2[N:22]=[CH:23][C:24]([C:25]3[CH:26]=[N:27][C:28]([C:31]4[CH:36]=[CH:35][CH:34]=[CH:33][CH:32]=4)=[CH:29][CH:30]=3)=[C:20]2[N:19]=[C:18]([O:37][CH:38]2[CH2:43][CH2:42][N:41]([C:44]([O:46][C:47]([CH3:50])([CH3:49])[CH3:48])=[O:45])[CH2:40][CH2:39]2)[CH:17]=1. Product: [CH3:58][Si:55]([CH3:57])([CH3:56])[CH2:54][CH2:53][O:52][CH2:51][N:15]([CH2:14][O:13][CH2:12][CH2:11][Si:10]([CH3:9])([CH3:59])[CH3:60])[C:16]1[N:21]2[N:22]=[CH:23][C:24]([C:25]3[CH:26]=[N:27][C:28]([C:31]4[CH:36]=[CH:35][CH:34]=[CH:33][CH:32]=4)=[CH:29][CH:30]=3)=[C:20]2[N:19]=[C:18]([O:37][CH:38]2[CH2:43][CH2:42][N:41]([C:44]([O:46][C:47]([CH3:50])([CH3:49])[CH3:48])=[O:45])[CH2:40][CH2:39]2)[C:17]=1[Br:8]. The catalyst class is: 23. (2) Reactant: [NH2:1][C:2]1[C:7]([C:8]#[N:9])=[C:6]([O:10][CH2:11][CH3:12])[N:5]=[C:4]([C:13]([OH:15])=O)[CH:3]=1.F[B-](F)(F)F.N1(OC(N(C)C)=[N+](C)C)C2C=CC=CC=2N=N1.Cl.[NH2:39][CH2:40][CH2:41][S:42]([CH2:45]CN)(=[O:44])=[O:43].C(N(C(C)C)CC)(C)C. Product: [NH2:1][C:2]1[C:7]([C:8]#[N:9])=[C:6]([O:10][CH2:11][CH3:12])[N:5]=[C:4]([C:13]([NH:39][CH2:40][CH2:41][S:42]([CH3:45])(=[O:44])=[O:43])=[O:15])[CH:3]=1. The catalyst class is: 80. (3) Reactant: [Br:1][C:2]1[CH:3]=[C:4]2[C:9](=[CH:10][CH:11]=1)[NH:8][CH2:7][CH:6]([NH:12][S:13]([C:16]1[CH:21]=[CH:20][CH:19]=[CH:18][CH:17]=1)(=[O:15])=[O:14])[CH2:5]2.[C:22]1([S:28](Cl)(=[O:30])=[O:29])[CH:27]=[CH:26][CH:25]=[CH:24][CH:23]=1. Product: [C:22]1([S:28]([N:8]2[C:9]3[C:4](=[CH:3][C:2]([Br:1])=[CH:11][CH:10]=3)[CH2:5][CH:6]([NH:12][S:13]([C:16]3[CH:17]=[CH:18][CH:19]=[CH:20][CH:21]=3)(=[O:14])=[O:15])[CH2:7]2)(=[O:30])=[O:29])[CH:27]=[CH:26][CH:25]=[CH:24][CH:23]=1. The catalyst class is: 17. (4) Reactant: S(=O)(=O)(O)N.[C:6]1([S:12][C:13]2[CH:20]=[CH:19][C:16]([CH:17]=[O:18])=[CH:15][CH:14]=2)[CH:11]=[CH:10][CH:9]=[CH:8][CH:7]=1.Cl([O-])=[O:22].[Na+].[OH2:25]. Product: [C:6]1([S:12]([C:13]2[CH:20]=[CH:19][C:16]([C:17]([OH:22])=[O:18])=[CH:15][CH:14]=2)=[O:25])[CH:7]=[CH:8][CH:9]=[CH:10][CH:11]=1. The catalyst class is: 21. (5) Reactant: [F:1][C:2]([F:19])([F:18])[CH:3]([C:5]1[CH:10]=[CH:9][CH:8]=[C:7]([CH:11]2[CH2:16][CH2:15][NH:14][CH2:13][CH2:12]2)[C:6]=1[F:17])[OH:4].C(=O)([O-])[O-].[K+].[K+].I[CH2:27][CH3:28].CS(OC1C=CC=C(C2CCNCC2)C=1F)(=O)=O. Product: [CH2:27]([N:14]1[CH2:13][CH2:12][CH:11]([C:7]2[C:6]([F:17])=[C:5]([CH:3]([OH:4])[C:2]([F:1])([F:18])[F:19])[CH:10]=[CH:9][CH:8]=2)[CH2:16][CH2:15]1)[CH3:28]. The catalyst class is: 10. (6) Reactant: Br[C:2]1[CH:11]=[CH:10][C:5]([C:6]([O:8][CH3:9])=[O:7])=[C:4]([CH3:12])[C:3]=1[O:13][CH3:14].[Cu][C:16]#[N:17]. Product: [C:16]([C:2]1[CH:11]=[CH:10][C:5]([C:6]([O:8][CH3:9])=[O:7])=[C:4]([CH3:12])[C:3]=1[O:13][CH3:14])#[N:17]. The catalyst class is: 9.